This data is from Forward reaction prediction with 1.9M reactions from USPTO patents (1976-2016). The task is: Predict the product of the given reaction. (1) Given the reactants CC1(C)CCCC(C)(C)N1.C([Li])CCC.[N:16]1[CH:21]=[CH:20][N:19]=[CH:18][CH:17]=1.[CH3:22][O:23][C:24]1[CH:25]=[C:26]2[C:31](=[CH:32][CH:33]=1)[O:30][CH:29]([OH:34])[CH2:28][CH2:27]2, predict the reaction product. The product is: [OH:34][CH:29]([C:17]1[CH:18]=[N:19][CH:20]=[CH:21][N:16]=1)[CH2:28][CH2:27][C:26]1[CH:25]=[C:24]([O:23][CH3:22])[CH:33]=[CH:32][C:31]=1[OH:30]. (2) Given the reactants [Cl:1][C:2]1[C:3]([CH3:11])=[C:4]([CH:8]=[CH:9][CH:10]=1)[C:5]([OH:7])=[O:6].[Cl:12]N1C(=O)CCC1=O.C(=O)([O-])[O-].[Cs+].[Cs+].I[CH2:27][CH3:28], predict the reaction product. The product is: [Cl:1][C:2]1[C:3]([CH3:11])=[C:4]([C:8]([Cl:12])=[CH:9][CH:10]=1)[C:5]([O:7][CH2:27][CH3:28])=[O:6].